From a dataset of Forward reaction prediction with 1.9M reactions from USPTO patents (1976-2016). Predict the product of the given reaction. (1) Given the reactants [Cl:1][C:2]1[C:3]([N:12]2[CH2:17][CH2:16][CH:15]([N:18]3[CH2:22][CH2:21][C@H:20]([O:23][C:24]4[CH:33]=[CH:32][C:27]([C:28]([O:30]C)=[O:29])=[CH:26][C:25]=4[F:34])[C:19]3=[O:35])[CH2:14][CH2:13]2)=[N:4][CH:5]=[C:6]([C:8]([F:11])([F:10])[F:9])[CH:7]=1.[Li+].[OH-], predict the reaction product. The product is: [Cl:1][C:2]1[C:3]([N:12]2[CH2:17][CH2:16][CH:15]([N:18]3[CH2:22][CH2:21][C@H:20]([O:23][C:24]4[CH:33]=[CH:32][C:27]([C:28]([OH:30])=[O:29])=[CH:26][C:25]=4[F:34])[C:19]3=[O:35])[CH2:14][CH2:13]2)=[N:4][CH:5]=[C:6]([C:8]([F:9])([F:10])[F:11])[CH:7]=1. (2) Given the reactants [C:1]1([CH2:7][N:8]2[CH2:13][CH2:12][CH:11]([NH2:14])[CH2:10][CH2:9]2)[CH2:6][CH2:5][CH2:4][CH2:3][CH:2]=1.C(N(CC)CC)C.C1CN([P+](ON2N=NC3C=CC=CC2=3)(N2CCCC2)N2CCCC2)CC1.F[P-](F)(F)(F)(F)F.[C:55]([O:59][C:60](=[O:71])[CH2:61][C@@:62]1([C:68]([OH:70])=O)[C@H:66]([CH3:67])[CH2:65][NH:64][CH2:63]1)([CH3:58])([CH3:57])[CH3:56].Br[CH2:73][C:74]1[C:79]([C:80]([F:83])([F:82])[F:81])=[CH:78][CH:77]=[CH:76][C:75]=1[Cl:84].C(=O)([O-])[O-].[K+].[K+], predict the reaction product. The product is: [Cl:84][C:75]1[CH:76]=[CH:77][CH:78]=[C:79]([C:80]([F:81])([F:82])[F:83])[C:74]=1[CH2:73][N:64]1[CH2:65][C@@H:66]([CH3:67])[C@@:62]([CH2:61][C:60]([O:59][C:55]([CH3:56])([CH3:57])[CH3:58])=[O:71])([C:68](=[O:70])[NH:14][CH:11]2[CH2:12][CH2:13][N:8]([CH2:7][C:1]3[CH2:6][CH2:5][CH2:4][CH2:3][CH:2]=3)[CH2:9][CH2:10]2)[CH2:63]1. (3) The product is: [NH:18]1[C:26]2[C:21](=[CH:22][CH:23]=[CH:24][CH:25]=2)[C:20]([C:27](=[O:29])[CH2:28][C:5]2([OH:17])[C:4]3[C:8](=[CH:9][CH:10]=[C:2]([CH3:1])[CH:3]=3)[N:7]([CH2:11][CH2:12][CH2:13][C:14]#[CH:15])[C:6]2=[O:16])=[CH:19]1. Given the reactants [CH3:1][C:2]1[CH:3]=[C:4]2[C:8](=[CH:9][CH:10]=1)[N:7]([CH2:11][CH2:12][CH2:13][C:14]#[CH:15])[C:6](=[O:16])[C:5]2=[O:17].[NH:18]1[C:26]2[C:21](=[CH:22][CH:23]=[CH:24][CH:25]=2)[C:20]([C:27](=[O:29])[CH3:28])=[CH:19]1.CNC, predict the reaction product. (4) Given the reactants [Cl:1][C:2]1[CH:7]=[CH:6][C:5]([C:8](=O)[CH:9]([CH2:17][CH2:18][CH3:19])[C:10]([C:12]2[S:13][CH:14]=[CH:15][CH:16]=2)=O)=[CH:4][CH:3]=1.O.[NH2:22][NH2:23], predict the reaction product. The product is: [Cl:1][C:2]1[CH:7]=[CH:6][C:5]([C:8]2[C:9]([CH2:17][CH2:18][CH3:19])=[C:10]([C:12]3[S:13][CH:14]=[CH:15][CH:16]=3)[NH:23][N:22]=2)=[CH:4][CH:3]=1.